From a dataset of Catalyst prediction with 721,799 reactions and 888 catalyst types from USPTO. Predict which catalyst facilitates the given reaction. Reactant: [CH2:1]1[CH:8]2[N:4]([C:5](=[O:9])[CH2:6][CH2:7]2)[C:3](=[O:10])[CH2:2]1.[CH2:11]([Mg]Cl)[C:12]1[CH:17]=[CH:16][CH:15]=[CH:14][CH:13]=1. Product: [O:9]=[C:5]([CH2:11][C:12]1[CH:17]=[CH:16][CH:15]=[CH:14][CH:13]=1)[CH2:6][CH2:7][CH:8]1[NH:4][C:3](=[O:10])[CH2:2][CH2:1]1. The catalyst class is: 2.